From a dataset of Forward reaction prediction with 1.9M reactions from USPTO patents (1976-2016). Predict the product of the given reaction. (1) Given the reactants [CH2:1]1O[CH:5]([OH:7])[CH2:4][O:3][CH:2]1[OH:8].O1C=C[CH2:11][CH2:10]1.C(O)(=O)C.C(OC(=O)C)(=O)C, predict the reaction product. The product is: [O:3]1[CH:2]2[O:8][CH2:10][CH2:11][CH:1]2[CH:5]([OH:7])[CH2:4]1. (2) Given the reactants Cl[C:2]1[C:11]2[C:6](=[CH:7][CH:8]=[CH:9][CH:10]=2)[N:5]=[CH:4][CH:3]=1.[CH2:12]([CH2:14][NH2:15])[OH:13], predict the reaction product. The product is: [OH:13][CH2:12][CH2:14][NH:15][C:2]1[C:11]2[C:6](=[CH:7][CH:8]=[CH:9][CH:10]=2)[N:5]=[CH:4][CH:3]=1. (3) Given the reactants [OH:1][C:2]1[CH:3]=[CH:4][C:5]2[N:6](C(=O)C)[C:7]3[C:12]([S:13][C:14]=2[CH:15]=1)=[CH:11][C:10]([N+:16]([O-:18])=[O:17])=[CH:9][CH:8]=3.[H-].[Na+].Br[CH2:25][CH2:26][F:27], predict the reaction product. The product is: [F:27][CH2:26][CH2:25][O:1][C:2]1[CH:3]=[CH:4][C:5]2[NH:6][C:7]3[C:12]([S:13][C:14]=2[CH:15]=1)=[CH:11][C:10]([N+:16]([O-:18])=[O:17])=[CH:9][CH:8]=3. (4) Given the reactants C1COCC1.Cl[C:7]1[C:12]([C:13]#[N:14])=[CH:11][N:10]=[C:9]([S:15][CH3:16])[N:8]=1.[CH2:17]([NH2:20])[CH2:18][CH3:19].C(Cl)(=O)C1C=CC=CC=1, predict the reaction product. The product is: [CH2:17]([NH:20][C:7]1[C:12]([C:13]#[N:14])=[CH:11][N:10]=[C:9]([S:15][CH3:16])[N:8]=1)[CH2:18][CH3:19].